Dataset: Catalyst prediction with 721,799 reactions and 888 catalyst types from USPTO. Task: Predict which catalyst facilitates the given reaction. (1) Reactant: [C:1]([O:4][CH2:5][C:6]([CH3:35])([CH3:34])[CH2:7][N:8]1[C:14]2[CH:15]=[CH:16][C:17]([Cl:19])=[CH:18][C:13]=2[C@@H:12]([C:20]2[CH:25]=[CH:24][CH:23]=[C:22]([O:26][CH3:27])[C:21]=2[O:28][CH3:29])[O:11][C@H:10]([CH2:30][CH:31]=[O:32])[C:9]1=[O:33])(=[O:3])[CH3:2].[Si:36](C#N)([C:39]([CH3:42])([CH3:41])[CH3:40])([CH3:38])[CH3:37].[C-:45]#[N:46].[K+].C1OCCOCCOCCOCCOCCOC1. Product: [C:1]([O:4][CH2:5][C:6]([CH3:35])([CH3:34])[CH2:7][N:8]1[C:14]2[CH:15]=[CH:16][C:17]([Cl:19])=[CH:18][C:13]=2[C@@H:12]([C:20]2[CH:25]=[CH:24][CH:23]=[C:22]([O:26][CH3:27])[C:21]=2[O:28][CH3:29])[O:11][C@H:10]([CH2:30][CH:31]([O:32][Si:36]([C:39]([CH3:42])([CH3:41])[CH3:40])([CH3:38])[CH3:37])[C:45]#[N:46])[C:9]1=[O:33])(=[O:3])[CH3:2]. The catalyst class is: 4. (2) Reactant: [Cl:1][C:2]1[CH:17]=[CH:16][C:15]([Cl:18])=[CH:14][C:3]=1[O:4][C:5]1[N:13]=[CH:12][CH:11]=[CH:10][C:6]=1[C:7]([OH:9])=O.[CH3:19][C:20]1[CH:21]=[C:22]2[C:27](=[CH:28][CH:29]=1)[NH:26][CH2:25][CH2:24][CH2:23]2.C(N(C(C)C)C(C)C)C.CN(C(ON1N=NC2C=CC=NC1=2)=[N+](C)C)C.F[P-](F)(F)(F)(F)F. Product: [Cl:1][C:2]1[CH:17]=[CH:16][C:15]([Cl:18])=[CH:14][C:3]=1[O:4][C:5]1[C:6]([C:7]([N:26]2[C:27]3[C:22](=[CH:21][C:20]([CH3:19])=[CH:29][CH:28]=3)[CH2:23][CH2:24][CH2:25]2)=[O:9])=[CH:10][CH:11]=[CH:12][N:13]=1. The catalyst class is: 3.